From a dataset of Forward reaction prediction with 1.9M reactions from USPTO patents (1976-2016). Predict the product of the given reaction. (1) Given the reactants [F:1][CH2:2][C@H:3]([C:5]1[CH:10]=[CH:9][C:8]([S:11]([NH:14][C:15]2[CH:16]=[C:17]3[O:24][CH2:23][CH:22]([NH:25][C:26](=O)[CH2:27][CH3:28])[CH2:21][C:18]3=[N:19][CH:20]=2)(=[O:13])=[O:12])=[CH:7][CH:6]=1)[CH3:4].B.C1COCC1, predict the reaction product. The product is: [F:1][CH2:2][C@H:3]([C:5]1[CH:6]=[CH:7][C:8]([S:11]([NH:14][C:15]2[CH:16]=[C:17]3[O:24][CH2:23][CH:22]([NH:25][CH2:26][CH2:27][CH3:28])[CH2:21][C:18]3=[N:19][CH:20]=2)(=[O:13])=[O:12])=[CH:9][CH:10]=1)[CH3:4]. (2) Given the reactants [CH2:1]([O:6][C:7]1[C:8](=[O:14])[CH:9]=[CH:10][C:11](=[O:13])[CH:12]=1)[CH:2]=[C:3]([CH3:5])[CH3:4].[CH:15]([C:17]1[CH2:22][CH2:21][CH2:20][CH2:19][CH:18]=1)=[CH2:16], predict the reaction product. The product is: [CH2:1]([O:6][C:7]1[C:8](=[O:14])[C:9]2[C:10](=[CH:16][CH:15]=[C:17]3[C:18]=2[CH2:19][CH2:20][CH2:21][CH2:22]3)[C:11](=[O:13])[CH:12]=1)[CH:2]=[C:3]([CH3:5])[CH3:4]. (3) The product is: [C:15]1([C:7]2[C:6]([C:4]3[N:3]=[CH:2][N:1]([C:22]4[CH:27]=[CH:26][C:25]([C:28]([F:31])([F:30])[F:29])=[CH:24][N:23]=4)[CH:5]=3)=[C:10]([C:11]([F:14])([F:12])[F:13])[O:9][N:8]=2)[CH:16]=[CH:17][CH:18]=[CH:19][CH:20]=1. Given the reactants [NH:1]1[CH:5]=[C:4]([C:6]2[C:7]([C:15]3[CH:20]=[CH:19][CH:18]=[CH:17][CH:16]=3)=[N:8][O:9][C:10]=2[C:11]([F:14])([F:13])[F:12])[N:3]=[CH:2]1.F[C:22]1[CH:27]=[CH:26][C:25]([C:28]([F:31])([F:30])[F:29])=[CH:24][N:23]=1, predict the reaction product.